This data is from Full USPTO retrosynthesis dataset with 1.9M reactions from patents (1976-2016). The task is: Predict the reactants needed to synthesize the given product. (1) Given the product [C:1]([O:5][C:6](=[O:14])/[CH:7]=[CH:8]/[C:9]1[CH:13]=[CH:12][N:11]([S:21]([C:17]2[CH:16]=[C:15]([C:25]3[CH:26]=[CH:27][CH:28]=[CH:29][CH:30]=3)[CH:20]=[CH:19][CH:18]=2)(=[O:23])=[O:22])[CH:10]=1)([CH3:4])([CH3:2])[CH3:3], predict the reactants needed to synthesize it. The reactants are: [C:1]([O:5][C:6](=[O:14])/[CH:7]=[CH:8]/[C:9]1[CH:13]=[CH:12][NH:11][CH:10]=1)([CH3:4])([CH3:3])[CH3:2].[C:15]1([C:25]2[CH:30]=[CH:29][CH:28]=[CH:27][CH:26]=2)[CH:20]=[CH:19][CH:18]=[C:17]([S:21](Cl)(=[O:23])=[O:22])[CH:16]=1. (2) Given the product [Br:1][C:2]1[CH:3]=[CH:4][C:5]([F:12])=[C:6]([C:8]([CH3:10])=[CH2:9])[CH:7]=1, predict the reactants needed to synthesize it. The reactants are: [Br:1][C:2]1[CH:3]=[CH:4][C:5]([F:12])=[C:6]([C:8](O)([CH3:10])[CH3:9])[CH:7]=1.C1C(O)=CC=C(O)C=1.OP(O)(O)=O. (3) Given the product [Br:18][C:16]1[CH:15]=[CH:14][C:13]([F:19])=[C:12]([C:2]2([CH3:11])[CH2:3][C:4]3([CH2:9][CH2:8][O:7][CH2:6][CH2:5]3)[S:10][C:27]([NH2:46])=[N:1]2)[CH:17]=1.[NH2:46][C:27]([C:25]1[CH:26]=[C:21]([Br:20])[CH:22]=[CH:23][C:24]=1[F:47])([CH3:45])[CH2:28][C:29]1([SH:35])[CH2:34][CH2:33][O:32][CH2:31][CH2:30]1, predict the reactants needed to synthesize it. The reactants are: [NH2:1][C:2]([C:12]1[CH:17]=[C:16]([Br:18])[CH:15]=[CH:14][C:13]=1[F:19])([CH3:11])[CH2:3][C:4]1([SH:10])[CH2:9][CH2:8][O:7][CH2:6][CH2:5]1.[Br:20][C:21]1[CH:22]=[CH:23][C:24]([F:47])=[C:25]([C:27]([NH2:46])([CH3:45])[CH2:28][C:29]2([S:35]CC3C=CC(OC)=CC=3)[CH2:34][CH2:33][O:32][CH2:31][CH2:30]2)[CH:26]=1.C1(OC)C=CC=CC=1. (4) Given the product [CH2:15]([N:12]1[CH2:13][CH2:14][N:9]([CH:3]2[CH2:8][CH2:7][CH2:6][CH2:5][CH2:4]2)[CH2:10][CH2:11]1)[C:16]1[CH:21]=[CH:20][CH:19]=[CH:18][CH:17]=1, predict the reactants needed to synthesize it. The reactants are: CO.[CH:3]1([N:9]2[CH2:14][CH2:13][NH:12][CH2:11][CH2:10]2)[CH2:8][CH2:7][CH2:6][CH2:5][CH2:4]1.[CH:15](=O)[C:16]1[CH:21]=[CH:20][CH:19]=[CH:18][CH:17]=1.C(O[BH-](OC(=O)C)OC(=O)C)(=O)C.[Na+].